This data is from Forward reaction prediction with 1.9M reactions from USPTO patents (1976-2016). The task is: Predict the product of the given reaction. (1) The product is: [CH3:1][O:27][C:26]([C:24]1[S:25][C:18]2[C:19](=[N:20][CH:21]=[CH:22][C:17]=2[O:16][C:12]2[CH:13]=[C:14]3[C:9](=[CH:10][CH:11]=2)[NH:8][C:7]([CH3:6])=[CH:15]3)[CH:23]=1)=[O:28]. Given the reactants [CH3:1]N(C=O)C.[CH3:6][C:7]1[NH:8][C:9]2[C:14]([CH:15]=1)=[CH:13][C:12]([O:16][C:17]1[CH:22]=[CH:21][N:20]=[C:19]3[CH:23]=[C:24]([C:26]([OH:28])=[O:27])[S:25][C:18]=13)=[CH:11][CH:10]=2.CCN(C(C)C)C(C)C.CN(C(ON1N=NC2C=CC=NC1=2)=[N+](C)C)C.F[P-](F)(F)(F)(F)F, predict the reaction product. (2) Given the reactants [Cl:1][C:2]1[C:9]([Cl:10])=[CH:8][C:5]([CH:6]=O)=[C:4]([N+:11]([O-])=O)[CH:3]=1.[C:14]([OH:20])(=[O:19])[CH2:15]C(O)=O.C([O-])=O.[NH4+:24].Cl, predict the reaction product. The product is: [Cl:10][C:9]1[CH:8]=[C:5]2[C:4](=[CH:3][C:2]=1[Cl:1])[NH:11][N:24]=[C:6]2[CH2:15][C:14]([OH:20])=[O:19]. (3) Given the reactants Br[C:2]1[CH:3]=[C:4]2[C:9](=[CH:10][CH:11]=1)[C:8]([N:12]1[CH2:17][CH2:16][O:15][CH2:14][CH2:13]1)=[N:7][N:6]=[CH:5]2.C([O-])(=O)C.[K+].CC1(C)C(C)(C)OB(B2OC(C)(C)C(C)(C)O2)O1.[Cl:41][C:42]1[CH:50]=[CH:49][C:45]([C:46]([NH2:48])=[O:47])=[CH:44][C:43]=1I.C(=O)([O-])[O-].[K+].[K+].O, predict the reaction product. The product is: [Cl:41][C:42]1[CH:50]=[CH:49][C:45]([C:46]([NH2:48])=[O:47])=[CH:44][C:43]=1[C:2]1[CH:3]=[C:4]2[C:9](=[CH:10][CH:11]=1)[C:8]([N:12]1[CH2:17][CH2:16][O:15][CH2:14][CH2:13]1)=[N:7][N:6]=[CH:5]2. (4) Given the reactants CCCCCCC.O1CCCC1.C(C1C=CC=CC=1)C.C([N-]C(C)C)(C)C.[Li+].[C:29]([C:33]1[NH:37][N:36]=[C:35]([CH2:38][C:39]#[N:40])[CH:34]=1)([CH3:32])([CH3:31])[CH3:30].CO[C:43]([CH3:53])=[C:44]([C:47]1[CH:52]=[CH:51][CH:50]=[CH:49][CH:48]=1)[C:45]#[N:46], predict the reaction product. The product is: [NH2:46][C:45]1[N:36]2[N:37]=[C:33]([C:29]([CH3:32])([CH3:30])[CH3:31])[CH:34]=[C:35]2[C:38]([C:39]#[N:40])=[C:43]([CH3:53])[C:44]=1[C:47]1[CH:52]=[CH:51][CH:50]=[CH:49][CH:48]=1. (5) Given the reactants [F:1][C:2]1[C:11]([F:12])=[CH:10][CH:9]=[C:8](B2OC(C)(C)C(C)(C)O2)[C:3]=1[C:4]([O:6][CH3:7])=[O:5].Cl[C:23]1[N:28]=[CH:27][CH:26]=[CH:25][N:24]=1.C([O-])([O-])=O.[K+].[K+], predict the reaction product. The product is: [F:1][C:2]1[C:11]([F:12])=[CH:10][CH:9]=[C:8]([C:23]2[N:28]=[CH:27][CH:26]=[CH:25][N:24]=2)[C:3]=1[C:4]([O:6][CH3:7])=[O:5]. (6) Given the reactants [C:1]([C:3]1[CH:4]=[C:5]([CH:9]=[CH:10][CH:11]=1)[C:6]([OH:8])=O)#[N:2].F[B-](F)(F)F.N1(OC(N(C)C)=[N+](C)C)C2C=CC=CC=2N=N1.C(N(C(C)C)CC)(C)C.[NH2:43][C:44]1[CH:52]=[C:51]2[C:47]([CH:48]=[N:49][N:50]2[CH:53]2[CH2:58][CH2:57][N:56]([C:59]([O:61][C:62]([CH3:65])([CH3:64])[CH3:63])=[O:60])[CH2:55][CH2:54]2)=[CH:46][CH:45]=1.C(=O)(O)[O-].[Na+], predict the reaction product. The product is: [C:1]([C:3]1[CH:4]=[C:5]([CH:9]=[CH:10][CH:11]=1)[C:6]([NH:43][C:44]1[CH:52]=[C:51]2[C:47]([CH:48]=[N:49][N:50]2[CH:53]2[CH2:54][CH2:55][N:56]([C:59]([O:61][C:62]([CH3:65])([CH3:64])[CH3:63])=[O:60])[CH2:57][CH2:58]2)=[CH:46][CH:45]=1)=[O:8])#[N:2]. (7) Given the reactants O.[O:2]([C:9]1[CH:10]=[C:11]([CH:15]([CH3:19])[C:16]([O-:18])=[O:17])[CH:12]=[CH:13][CH:14]=1)[C:3]1[CH:8]=[CH:7][CH:6]=[CH:5][CH:4]=1.[Ca+2].O(C1C=C(C(C)C([O-])=O)C=CC=1)[C:22]1C=CC=CC=1.OS(O)(=O)=O, predict the reaction product. The product is: [CH3:22][O:17][C:16](=[O:18])[CH:15]([C:11]1[CH:12]=[CH:13][CH:14]=[C:9]([O:2][C:3]2[CH:4]=[CH:5][CH:6]=[CH:7][CH:8]=2)[CH:10]=1)[CH3:19].